Dataset: Forward reaction prediction with 1.9M reactions from USPTO patents (1976-2016). Task: Predict the product of the given reaction. (1) Given the reactants [NH2:1][C@H:2]([C:4]1[N:13]([C:14]2[CH:19]=[CH:18][CH:17]=[C:16]([O:20][CH2:21][C:22]([F:25])([F:24])[F:23])[CH:15]=2)[C:12](=[O:26])[C:11]2[C:6](=[CH:7][CH:8]=[CH:9][C:10]=2[F:27])[N:5]=1)[CH3:3].Cl[C:29]1[C:30]2[C:37]([F:38])=[CH:36][NH:35][C:31]=2[N:32]=[CH:33][N:34]=1.C(N(C(C)C)CC)(C)C, predict the reaction product. The product is: [F:27][C:10]1[CH:9]=[CH:8][CH:7]=[C:6]2[C:11]=1[C:12](=[O:26])[N:13]([C:14]1[CH:19]=[CH:18][CH:17]=[C:16]([O:20][CH2:21][C:22]([F:23])([F:25])[F:24])[CH:15]=1)[C:4]([C@@H:2]([NH:1][C:29]1[C:30]3[C:37]([F:38])=[CH:36][NH:35][C:31]=3[N:32]=[CH:33][N:34]=1)[CH3:3])=[N:5]2. (2) Given the reactants C(O)(=O)[C@H](C1C=CC=CC=1)O.[BH4-].[Na+].[CH2:14]([O:16][C:17](=[O:31])[CH:18]=[C:19]([NH2:30])[CH2:20][C:21]1[CH:26]=[C:25]([F:27])[C:24]([F:28])=[CH:23][C:22]=1[F:29])[CH3:15].[BH4-].[Na+].C(O)(=O)C(C1C=CC=CC=1)O, predict the reaction product. The product is: [CH2:14]([O:16][C:17](=[O:31])[CH2:18][CH:19]([NH2:30])[CH2:20][C:21]1[CH:26]=[C:25]([F:27])[C:24]([F:28])=[CH:23][C:22]=1[F:29])[CH3:15]. (3) Given the reactants [O:1]1[CH2:6][CH2:5][CH2:4][O:3][CH:2]1[CH2:7][CH2:8]/[C:9](=[C:16]1\[CH2:17][O:18][C:19]2[C:24]([C:25]\1=O)=[CH:23][C:22]([F:27])=[CH:21][CH:20]=2)/[C:10]1[CH:15]=[CH:14][CH:13]=[CH:12][CH:11]=1.O.[NH2:29][NH2:30].[C:31](Cl)(=[O:33])[CH3:32], predict the reaction product. The product is: [C:31]([N:29]1[C:9]([CH2:8][CH2:7][CH:2]2[O:1][CH2:6][CH2:5][CH2:4][O:3]2)([C:10]2[CH:15]=[CH:14][CH:13]=[CH:12][CH:11]=2)[CH:16]2[CH2:17][O:18][C:19]3[CH:20]=[CH:21][C:22]([F:27])=[CH:23][C:24]=3[C:25]2=[N:30]1)(=[O:33])[CH3:32]. (4) The product is: [N:14]1[CH:13]=[CH:12][C:11]([C:9]2[NH:8][C:7]3[CH:17]=[CH:18][C:4]([NH2:1])=[CH:5][C:6]=3[N:10]=2)=[CH:16][CH:15]=1. Given the reactants [N+:1]([C:4]1[CH:18]=[CH:17][C:7]2[NH:8][C:9]([C:11]3[CH:16]=[CH:15][N:14]=[CH:13][CH:12]=3)=[N:10][C:6]=2[CH:5]=1)([O-])=O.NC1C=CC2OC(C3C=CN=CC=3)=NC=2C=1, predict the reaction product. (5) The product is: [Cl:13][C:14]1[C:22]2=[N:21][O:20][N:19]=[C:18]2[C:17]([S:23]([NH:1][C:2]2[S:3][CH:4]=[C:5]([CH2:7][C:8]([O:10][CH2:11][CH3:12])=[O:9])[N:6]=2)(=[O:24])=[O:25])=[CH:16][CH:15]=1. Given the reactants [NH2:1][C:2]1[S:3][CH:4]=[C:5]([CH2:7][C:8]([O:10][CH2:11][CH3:12])=[O:9])[N:6]=1.[Cl:13][C:14]1[C:22]2[C:18](=[N:19][O:20][N:21]=2)[C:17]([S:23](Cl)(=[O:25])=[O:24])=[CH:16][CH:15]=1, predict the reaction product.